Dataset: Full USPTO retrosynthesis dataset with 1.9M reactions from patents (1976-2016). Task: Predict the reactants needed to synthesize the given product. (1) Given the product [C:35]([C:34]1[CH:38]=[CH:39][C:31]([NH:30][C:19]([C:17]2[S:18][C:14]([C:11]3[CH2:10][C:9]([C:4]4[CH:3]=[C:2]([Cl:1])[CH:7]=[C:6]([Cl:8])[CH:5]=4)([C:26]([F:27])([F:29])[F:28])[O:13][N:12]=3)=[C:15]3[CH2:25][CH2:24][CH2:23][CH2:22][C:16]=23)=[O:20])=[CH:32][CH:33]=1)(=[O:36])[NH2:37], predict the reactants needed to synthesize it. The reactants are: [Cl:1][C:2]1[CH:3]=[C:4]([C:9]2([C:26]([F:29])([F:28])[F:27])[O:13][N:12]=[C:11]([C:14]3[S:18][C:17]([C:19](Cl)=[O:20])=[C:16]4[CH2:22][CH2:23][CH2:24][CH2:25][C:15]=34)[CH2:10]2)[CH:5]=[C:6]([Cl:8])[CH:7]=1.[NH2:30][C:31]1[CH:39]=[CH:38][C:34]([C:35]([NH2:37])=[O:36])=[CH:33][CH:32]=1. (2) Given the product [CH:35]1[C:36]2[CH:24]([CH2:23][O:22][C:20](=[O:21])[NH:1][C:2]3[CH:7]=[CH:6][C:5]([NH:8][C:9](=[O:11])[CH3:10])=[C:4]([O:12][CH2:13][C:14]4[CH:19]=[CH:18][CH:17]=[CH:16][CH:15]=4)[CH:3]=3)[C:25]3[C:30](=[CH:29][CH:28]=[CH:27][CH:26]=3)[C:31]=2[CH:32]=[CH:33][CH:34]=1, predict the reactants needed to synthesize it. The reactants are: [NH2:1][C:2]1[CH:7]=[CH:6][C:5]([NH:8][C:9](=[O:11])[CH3:10])=[C:4]([O:12][CH2:13][C:14]2[CH:19]=[CH:18][CH:17]=[CH:16][CH:15]=2)[CH:3]=1.[C:20](Cl)([O:22][CH2:23][CH:24]1[C:36]2[C:31](=[CH:32][CH:33]=[CH:34][CH:35]=2)[C:30]2[C:25]1=[CH:26][CH:27]=[CH:28][CH:29]=2)=[O:21].C(N(C(C)C)C(C)C)C.